From a dataset of Reaction yield outcomes from USPTO patents with 853,638 reactions. Predict the reaction yield, written as a fraction of the theoretical maximum amount of product (1.0 means a 100% yield; for example, 0.34 means a 34% yield). (1) The reactants are [CH2:1]([C:3]1[C:11]([CH3:12])=[C:10]2[C:6]([C:7](=[O:13])[O:8][CH2:9]2)=[C:5]([O:14][CH2:15][CH2:16][Si:17]([CH3:20])([CH3:19])[CH3:18])[C:4]=1[CH2:21][CH:22]=[C:23]([CH3:26])[CH:24]=O)[CH3:2].C(O)(=O)C(O)=O.[CH2:33]([O:35][P:36]([CH2:41][CH2:42][NH2:43])(=[O:40])[O:37][CH2:38][CH3:39])[CH3:34].C(O)(=O)C.C(O[BH-](OC(=O)C)OC(=O)C)(=O)C.[Na+]. The catalyst is CN(C=O)C. The product is [CH2:38]([O:37][P:36]([CH2:41][CH2:42][NH:43][CH2:26][C:23]([CH3:24])=[CH:22][CH2:21][C:4]1[C:5]([O:14][CH2:15][CH2:16][Si:17]([CH3:20])([CH3:18])[CH3:19])=[C:6]2[C:10](=[C:11]([CH3:12])[C:3]=1[CH2:1][CH3:2])[CH2:9][O:8][C:7]2=[O:13])(=[O:40])[O:35][CH2:33][CH3:34])[CH3:39]. The yield is 0.970. (2) The reactants are [Br:1][C:2]1[CH:3]=[C:4]([S:8]([N:11]2[C:15]([C:16]3[CH:21]=[CH:20][CH:19]=[CH:18][CH:17]=3)=[CH:14][C:13]([CH:22]=O)=[CH:12]2)(=[O:10])=[O:9])[CH:5]=[N:6][CH:7]=1.[CH3:24][NH2:25].[BH4-].[Na+].[C:28](=[O:31])([O-])[OH:29].[Na+]. The catalyst is O1CCCC1.CO.O. The product is [Br:1][C:2]1[CH:3]=[C:4]([S:8]([N:11]2[C:15]([C:16]3[CH:21]=[CH:20][CH:19]=[CH:18][CH:17]=3)=[CH:14][C:13]([CH2:22][N:25]([CH3:24])[C:28](=[O:31])[O:29][C:13]([CH3:22])([CH3:14])[CH3:12])=[CH:12]2)(=[O:10])=[O:9])[CH:5]=[N:6][CH:7]=1. The yield is 0.480. (3) The reactants are [C:1]([N:8]([CH3:17])[C@H:9]([C:14](O)=[O:15])[C@H:10]([CH2:12][CH3:13])[CH3:11])([O:3][C:4]([CH3:7])([CH3:6])[CH3:5])=[O:2].B.C1COCC1.O.C([O-])([O-])=O.[Na+].[Na+]. The catalyst is C1COCC1. The product is [C:4]([O:3][C:1](=[O:2])[N:8]([C@H:9]([CH2:14][OH:15])[C@@H:10]([CH3:11])[CH2:12][CH3:13])[CH3:17])([CH3:5])([CH3:7])[CH3:6]. The yield is 0.997. (4) The reactants are C([CH2:8][NH:9][CH2:10][CH2:11][N:12]1[CH2:17][CH2:16][CH:15]([O:18][C:19](=[O:33])[NH:20][C:21]2[CH:26]=[CH:25][CH:24]=[CH:23][C:22]=2[C:27]2[CH:32]=[CH:31][CH:30]=[CH:29][CH:28]=2)[CH2:14][CH2:13]1)C1C=CC=CC=1.CCO.C(OC(C)C)(=O)C. The catalyst is C(Cl)Cl. The product is [CH3:8][NH:9][CH2:10][CH2:11][N:12]1[CH2:17][CH2:16][CH:15]([O:18][C:19](=[O:33])[NH:20][C:21]2[CH:26]=[CH:25][CH:24]=[CH:23][C:22]=2[C:27]2[CH:32]=[CH:31][CH:30]=[CH:29][CH:28]=2)[CH2:14][CH2:13]1. The yield is 0.700. (5) The reactants are [Cl:1][C:2]1[CH:18]=[CH:17][C:5]2[CH2:6][CH2:7][N:8](C(=O)C(F)(F)F)[CH2:9][CH2:10][C:4]=2[C:3]=1[NH:19][CH2:20][C:21]1[CH:26]=[CH:25][C:24]([CH2:27][S:28]([CH2:31][C:32]([CH3:35])([CH3:34])[CH3:33])(=[O:30])=[O:29])=[CH:23][CH:22]=1.O[Li].O. The catalyst is CO. The product is [Cl:1][C:2]1[CH:18]=[CH:17][C:5]2[CH2:6][CH2:7][NH:8][CH2:9][CH2:10][C:4]=2[C:3]=1[NH:19][CH2:20][C:21]1[CH:26]=[CH:25][C:24]([CH2:27][S:28]([CH2:31][C:32]([CH3:35])([CH3:34])[CH3:33])(=[O:30])=[O:29])=[CH:23][CH:22]=1. The yield is 0.940. (6) The reactants are [NH:1]1[C:9]2[C:4](=[CH:5][CH:6]=[CH:7][CH:8]=2)[C:3]2([C:21]3[C:12](=[CH:13][C:14]4[O:19][CH2:18][CH2:17][O:16][C:15]=4[CH:20]=3)[O:11][CH2:10]2)[C:2]1=[O:22].[C:23]([O-])(=[O:25])[CH3:24].[Na+]. The catalyst is C(OC(=O)C)(=O)C. The product is [C:23]([N:1]1[C:9]2[C:4](=[CH:5][CH:6]=[CH:7][CH:8]=2)[C:3]2([C:21]3[C:12](=[CH:13][C:14]4[O:19][CH2:18][CH2:17][O:16][C:15]=4[CH:20]=3)[O:11][CH2:10]2)[C:2]1=[O:22])(=[O:25])[CH3:24]. The yield is 0.700.